This data is from Reaction yield outcomes from USPTO patents with 853,638 reactions. The task is: Predict the reaction yield, written as a fraction of the theoretical maximum amount of product (1.0 means a 100% yield; for example, 0.34 means a 34% yield). (1) The reactants are [F:1][C:2]1[C:7]([N+:8]([O-])=O)=[CH:6][C:5]([CH2:11][C:12]([O:14][CH2:15][CH3:16])=[O:13])=[C:4]([C:17]#[C:18][Si:19]([CH3:22])([CH3:21])[CH3:20])[CH:3]=1.[NH4+].[Cl-]. The catalyst is CO.C1COCC1.[Zn]. The product is [NH2:8][C:7]1[C:2]([F:1])=[CH:3][C:4]([C:17]#[C:18][Si:19]([CH3:20])([CH3:21])[CH3:22])=[C:5]([CH2:11][C:12]([O:14][CH2:15][CH3:16])=[O:13])[CH:6]=1. The yield is 0.900. (2) The yield is 0.770. The product is [CH3:1][O:2][C:3]([C:5]1[C:21]([NH:22][C:23]2[CH:28]=[CH:27][C:26]([C:32]#[N:33])=[CH:25][C:24]=2[CH3:30])=[C:20]([F:31])[C:8]2[N:9]=[C:10]([CH2:12][O:13][CH2:14][CH2:15][Si:16]([CH3:19])([CH3:18])[CH3:17])[NH:11][C:7]=2[CH:6]=1)=[O:4]. The reactants are [CH3:1][O:2][C:3]([C:5]1[C:21]([NH:22][C:23]2[CH:28]=[CH:27][C:26](I)=[CH:25][C:24]=2[CH3:30])=[C:20]([F:31])[C:8]2[N:9]=[C:10]([CH2:12][O:13][CH2:14][CH2:15][Si:16]([CH3:19])([CH3:18])[CH3:17])[NH:11][C:7]=2[CH:6]=1)=[O:4].[CH3:32][N:33](C=O)C. The catalyst is C1C=CC(P(C2C=CC=CC=2)[C-]2C=CC=C2)=CC=1.C1C=CC(P(C2C=CC=CC=2)[C-]2C=CC=C2)=CC=1.[Fe+2].C1C=CC(/C=C/C(/C=C/C2C=CC=CC=2)=O)=CC=1.C1C=CC(/C=C/C(/C=C/C2C=CC=CC=2)=O)=CC=1.C1C=CC(/C=C/C(/C=C/C2C=CC=CC=2)=O)=CC=1.[Pd].[Pd].[C-]#N.[C-]#N.[Zn+2]. (3) The product is [N:10]1([C:7]2[CH:8]=[N:9][C:4]([NH2:1])=[CH:5][CH:6]=2)[CH2:11][CH2:12][CH2:13][CH2:14][CH2:15]1. The reactants are [N+:1]([C:4]1[N:9]=[CH:8][C:7]([N:10]2[CH2:15][CH2:14][CH2:13][CH2:12][CH2:11]2)=[CH:6][CH:5]=1)([O-])=O. The catalyst is C1COCC1.[Ni]. The yield is 0.857. (4) The reactants are [ClH:1].[NH2:2][CH2:3][CH2:4][C:5]1[CH:6]=[C:7]([OH:11])[CH:8]=[CH:9][CH:10]=1.[C:12]([O:16][CH2:17][CH3:18])(=[O:15])[CH:13]=O.C1(C)C=CC=CC=1. The catalyst is C1(C)C=CC=CC=1.CCO. The product is [ClH:1].[OH:11][C:7]1[CH:6]=[C:5]2[C:10](=[CH:9][CH:8]=1)[CH:13]([C:12]([O:16][CH2:17][CH3:18])=[O:15])[NH:2][CH2:3][CH2:4]2. The yield is 0.900. (5) The reactants are [C:1]([O:5][C:6]([NH:8][CH2:9][C@H:10]1[CH2:15][CH2:14][C@H:13](C2SC(N)=C(C3C=CC=CC=3OC)N=2)[CH2:12][CH2:11]1)=[O:7])([CH3:4])([CH3:3])[CH3:2].BrC[C:32]([C:34]1[CH:39]=[CH:38][CH:37]=[CH:36][C:35]=1OC)=[O:33].NC(N[C@H]1CC[C@H](C[NH:53][C:54](OC(C)(C)C)=[O:55])CC1)=S.C(N(CC)C(C)C)(C)C. The catalyst is CC(C)=O. The product is [CH2:32]([O:33][C:54](=[O:55])[NH:53][CH:13]1[CH2:12][CH2:11][CH:10]([CH2:9][NH:8][C:6]([O:5][C:1]([CH3:2])([CH3:3])[CH3:4])=[O:7])[CH2:15][CH2:14]1)[C:34]1[CH:35]=[CH:36][CH:37]=[CH:38][CH:39]=1. The yield is 0.440. (6) The catalyst is O1CCCC1.O. The yield is 0.400. The reactants are CS[C:3]([C:10]1[CH:15]=[CH:14][C:13]([F:16])=[C:12]([C:17]#[N:18])[CH:11]=1)=[N:4][CH2:5][Si](C)(C)C.[Cl:19][C:20]1[CH:25]=[C:24]([C:26]([C:28]([F:31])([F:30])[F:29])=[CH2:27])[CH:23]=[C:22]([Cl:32])[C:21]=1[Cl:33].F.C([N+](CCCC)(CCCC)CCCC)CCC. The product is [F:16][C:13]1[CH:14]=[CH:15][C:10]([C:3]2[CH2:27][C:26]([C:24]3[CH:23]=[C:22]([Cl:32])[C:21]([Cl:33])=[C:20]([Cl:19])[CH:25]=3)([C:28]([F:31])([F:30])[F:29])[CH2:5][N:4]=2)=[CH:11][C:12]=1[C:17]#[N:18].